Dataset: Forward reaction prediction with 1.9M reactions from USPTO patents (1976-2016). Task: Predict the product of the given reaction. (1) Given the reactants [CH3:1][CH:2]([OH:4])[CH3:3].[H-].[Na+].[C:7]([C:9]1[CH:10]=[C:11]([C:16]2[O:20][N:19]=[C:18]([C:21]3[CH:29]=[CH:28][C:27]4[NH:26][C:25]5[CH:30]([CH2:33][C:34]([O:36]CC)=[O:35])[CH2:31][CH2:32][C:24]=5[C:23]=4[CH:22]=3)[N:17]=2)[CH:12]=[CH:13][C:14]=1F)#[N:8].C(O)(=O)CC(CC(O)=O)(C(O)=O)O, predict the reaction product. The product is: [C:7]([C:9]1[CH:10]=[C:11]([C:16]2[O:20][N:19]=[C:18]([C:21]3[CH:29]=[CH:28][C:27]4[NH:26][C:25]5[CH:30]([CH2:33][C:34]([OH:36])=[O:35])[CH2:31][CH2:32][C:24]=5[C:23]=4[CH:22]=3)[N:17]=2)[CH:12]=[CH:13][C:14]=1[O:4][CH:2]([CH3:3])[CH3:1])#[N:8]. (2) Given the reactants [Cl:1][C:2]1[CH:7]=[CH:6][C:5]([C@H:8]2[C:17]3[C:12](=[CH:13][C:14]([O:22][CH3:23])=[C:15]([O:18][CH:19]([CH3:21])[CH3:20])[CH:16]=3)[CH2:11][C:10](=[O:24])[N:9]2[C:25]2[CH:30]=[CH:29][C:28]([C:31]3([OH:35])[CH2:34][NH:33][CH2:32]3)=[CH:27][CH:26]=2)=[CH:4][CH:3]=1.CCN(C(C)C)C(C)C.Cl[C:46]([O:48][CH3:49])=[O:47], predict the reaction product. The product is: [CH3:49][O:48][C:46]([N:33]1[CH2:34][C:31]([C:28]2[CH:29]=[CH:30][C:25]([N:9]3[C:10](=[O:24])[CH2:11][C:12]4[C:17](=[CH:16][C:15]([O:18][CH:19]([CH3:20])[CH3:21])=[C:14]([O:22][CH3:23])[CH:13]=4)[C@@H:8]3[C:5]3[CH:6]=[CH:7][C:2]([Cl:1])=[CH:3][CH:4]=3)=[CH:26][CH:27]=2)([OH:35])[CH2:32]1)=[O:47]. (3) Given the reactants [Cl:1][C:2]1[CH:3]=[CH:4][C:5]2[CH2:6][NH:7][CH2:8][CH:9]([C:13]3[CH:18]=[CH:17][CH:16]=[C:15]([CH3:19])[N:14]=3)[O:10][C:11]=2[N:12]=1.C=O.[C:22]([BH3-])#[N:23].[Na+].N, predict the reaction product. The product is: [NH3:7].[Cl:1][C:2]1[CH:3]=[CH:4][C:5]2[CH2:6][N:23]([CH3:22])[CH2:8][CH:9]([C:13]3[CH:18]=[CH:17][CH:16]=[C:15]([CH3:19])[N:14]=3)[O:10][C:11]=2[N:12]=1. (4) The product is: [Br:24][C:21]1[CH:20]=[CH:19][C:18]([CH:10]([C:11]2[CH:12]=[CH:13][C:14]([O:17][C:27]3[CH:32]=[N:31][CH:30]=[CH:29][N:28]=3)=[CH:15][CH:16]=2)[CH2:9][NH:7][CH3:8])=[CH:23][CH:22]=1. Given the reactants C(OC(=O)[N:7]([CH2:9][CH:10]([C:18]1[CH:23]=[CH:22][C:21]([Br:24])=[CH:20][CH:19]=1)[C:11]1[CH:16]=[CH:15][C:14]([OH:17])=[CH:13][CH:12]=1)[CH3:8])(C)(C)C.Cl[C:27]1[CH:32]=[N:31][CH:30]=[CH:29][N:28]=1.C([O-])([O-])=O.[K+].[K+], predict the reaction product.